From a dataset of Reaction yield outcomes from USPTO patents with 853,638 reactions. Predict the reaction yield, written as a fraction of the theoretical maximum amount of product (1.0 means a 100% yield; for example, 0.34 means a 34% yield). (1) The reactants are [NH2:1][C:2]1[CH:17]=[CH:16][CH:15]=[C:14]([Cl:18])[C:3]=1[C:4]([NH:6][C:7]1[CH:12]=[CH:11][CH:10]=[CH:9][C:8]=1[Cl:13])=[O:5].[Cl:19][CH2:20][C:21](Cl)=O. The product is [Cl:18][C:14]1[CH:15]=[CH:16][CH:17]=[C:2]2[C:3]=1[C:4](=[O:5])[N:6]([C:7]1[CH:12]=[CH:11][CH:10]=[CH:9][C:8]=1[Cl:13])[C:21]([CH2:20][Cl:19])=[N:1]2. The yield is 0.650. The catalyst is C(O)(=O)C. (2) The reactants are [C:1]1([N:7]2[N:11]=[N:10][C:9]([C:12]([OH:14])=O)=[N:8]2)[CH:6]=[CH:5][CH:4]=[CH:3][CH:2]=1.[N:15]1[CH:16]=[CH:17][N:18]2[CH:23]=[CH:22][N:21]=[C:20]([N:24]3[CH2:28][CH2:27][C@H:26]([NH2:29])[CH2:25]3)[C:19]=12.C(N(CC)CC)C.CN(C(ON1N=NC2C=CC=NC1=2)=[N+](C)C)C.F[P-](F)(F)(F)(F)F. The catalyst is CS(C)=O. The product is [N:15]1[CH:16]=[CH:17][N:18]2[CH:23]=[CH:22][N:21]=[C:20]([N:24]3[CH2:28][CH2:27][C@H:26]([NH:29][C:12]([C:9]4[N:10]=[N:11][N:7]([C:1]5[CH:2]=[CH:3][CH:4]=[CH:5][CH:6]=5)[N:8]=4)=[O:14])[CH2:25]3)[C:19]=12. The yield is 0.490. (3) The reactants are [C:1]([C@@H:4]([NH:19][C:20](=[O:26])[O:21][C:22]([CH3:25])([CH3:24])[CH3:23])[CH2:5][CH2:6][CH2:7][NH:8]C(OCC1C=CC=CC=1)=O)(=O)[CH3:2]. The yield is 1.00. The catalyst is CO.[Pd]. The product is [CH3:2][C@H:1]1[C@H:4]([NH:19][C:20](=[O:26])[O:21][C:22]([CH3:25])([CH3:24])[CH3:23])[CH2:5][CH2:6][CH2:7][NH:8]1. (4) The reactants are Cl[P:2]([C:9]1[CH:14]=[CH:13][CH:12]=[CH:11][CH:10]=1)[C:3]1[CH:8]=[CH:7][CH:6]=[CH:5][CH:4]=1.[CH2:15]([C:19]1[CH:24]=[CH:23][C:22]([S:25]([NH2:28])(=[O:27])=[O:26])=[CH:21][CH:20]=1)[CH2:16][CH2:17][CH3:18].C(N(CC)CC)C. The catalyst is C1COCC1. The product is [C:3]1([P:2]([C:9]2[CH:14]=[CH:13][CH:12]=[CH:11][CH:10]=2)[NH:28][S:25]([C:22]2[CH:23]=[CH:24][C:19]([CH2:15][CH2:16][CH2:17][CH3:18])=[CH:20][CH:21]=2)(=[O:26])=[O:27])[CH:8]=[CH:7][CH:6]=[CH:5][CH:4]=1. The yield is 0.740.